This data is from Full USPTO retrosynthesis dataset with 1.9M reactions from patents (1976-2016). The task is: Predict the reactants needed to synthesize the given product. (1) Given the product [CH3:8][N:7]1[C:3]([CH2:2][C:9]#[N:10])=[CH:4][CH:5]=[N:6]1, predict the reactants needed to synthesize it. The reactants are: Cl[CH2:2][C:3]1[N:7]([CH3:8])[N:6]=[CH:5][CH:4]=1.[C-:9]#[N:10].[Na+].O. (2) Given the product [Cl:1][C:2]1[CH:7]=[CH:6][C:5]([S:8]([CH:11]([C:20]2[CH:25]=[C:24]([F:26])[CH:23]=[CH:22][C:21]=2[F:27])[C:12]2[N:17]=[CH:16][C:15]([CH2:18][NH:19][C:36](=[O:37])[CH2:35][C:31]3[CH:30]=[N:29][CH:34]=[CH:33][CH:32]=3)=[CH:14][CH:13]=2)(=[O:10])=[O:9])=[CH:4][CH:3]=1, predict the reactants needed to synthesize it. The reactants are: [Cl:1][C:2]1[CH:7]=[CH:6][C:5]([S:8]([CH:11]([C:20]2[CH:25]=[C:24]([F:26])[CH:23]=[CH:22][C:21]=2[F:27])[C:12]2[N:17]=[CH:16][C:15]([CH2:18][NH2:19])=[CH:14][CH:13]=2)(=[O:10])=[O:9])=[CH:4][CH:3]=1.Cl.[N:29]1[CH:34]=[CH:33][CH:32]=[C:31]([CH2:35][C:36](O)=[O:37])[CH:30]=1.C(N(CC)CC)C.Cl.C(N=C=NCCCN(C)C)C.C(=O)(O)[O-].[Na+]. (3) Given the product [ClH:28].[C:9]([C:13]1[N:18]=[C:17]([N:19]2[CH2:20][CH2:21][N:22]([CH2:25][CH2:26][CH2:27][S:8][C:3]3[N:2]([CH3:1])[C:6]([CH3:7])=[N:5][N:4]=3)[CH2:23][CH2:24]2)[CH:16]=[C:15]([CH:29]([F:30])[F:31])[N:14]=1)([CH3:10])([CH3:11])[CH3:12], predict the reactants needed to synthesize it. The reactants are: [CH3:1][N:2]1[C:6]([CH3:7])=[N:5][N:4]=[C:3]1[SH:8].[C:9]([C:13]1[N:18]=[C:17]([N:19]2[CH2:24][CH2:23][N:22]([CH2:25][CH2:26][CH2:27][Cl:28])[CH2:21][CH2:20]2)[CH:16]=[C:15]([CH:29]([F:31])[F:30])[N:14]=1)([CH3:12])([CH3:11])[CH3:10]. (4) Given the product [CH3:6][C:7]1[N:8]=[C:9]([C:15](=[O:17])[CH3:16])[S:10][CH:11]=1, predict the reactants needed to synthesize it. The reactants are: C([Li])CCC.[CH3:6][C:7]1[N:8]=[CH:9][S:10][CH:11]=1.CON(C)[C:15](=[O:17])[CH3:16]. (5) Given the product [CH3:38][O:39][C:40]1[CH:50]=[CH:49][C:43]([CH:44]=[CH:45][C:46]([OH:48])=[O:47])=[CH:42][CH:41]=1.[NH2:1][C:2]([CH3:37])([CH3:36])[CH2:3][O:4][C:5]1[CH:10]=[CH:9][C:8]([NH:11][C:12]2[CH:13]=[CH:14][C:15]([CH2:18][CH2:19][NH:20][CH2:21][C@@H:22]([C:24]3[CH:33]=[CH:32][C:31]([OH:34])=[C:30]4[C:25]=3[CH:26]=[CH:27][C:28](=[O:35])[NH:29]4)[OH:23])=[CH:16][CH:17]=2)=[CH:7][CH:6]=1, predict the reactants needed to synthesize it. The reactants are: [NH2:1][C:2]([CH3:37])([CH3:36])[CH2:3][O:4][C:5]1[CH:10]=[CH:9][C:8]([NH:11][C:12]2[CH:17]=[CH:16][C:15]([CH2:18][CH2:19][NH:20][CH2:21][C@@H:22]([C:24]3[CH:33]=[CH:32][C:31]([OH:34])=[C:30]4[C:25]=3[CH:26]=[CH:27][C:28](=[O:35])[NH:29]4)[OH:23])=[CH:14][CH:13]=2)=[CH:7][CH:6]=1.[CH3:38][O:39][C:40]1[CH:50]=[CH:49][C:43]([CH:44]=[CH:45][C:46]([OH:48])=[O:47])=[CH:42][CH:41]=1.